This data is from Experimentally validated miRNA-target interactions with 360,000+ pairs, plus equal number of negative samples. The task is: Binary Classification. Given a miRNA mature sequence and a target amino acid sequence, predict their likelihood of interaction. (1) The miRNA is hsa-miR-6795-5p with sequence UGGGGGGACAGGAUGAGAGGCUGU. The protein sequence of the target gene is MARQPPPPWVHAAFLLCLLSLGGAIEIPMDPSIQNELTQPPTITKQSAKDHIVDPRDNILIECEAKGNPAPSFHWTRNSRFFNIAKDPRVSMRRRSGTLVIDFRSGGRPEEYEGEYQCFARNKFGTALSNRIRLQVSKSPLWPKENLDPVVVQEGAPLTLQCNPPPGLPSPVIFWMSSSMEPITQDKRVSQGHNGDLYFSNVMLQDMQTDYSCNARFHFTHTIQQKNPFTLKVLTTRGVAERTPSFMYPQGTASSQMVLRGMDLLLECIASGVPTPDIAWYKKGGDLPSDKAKFENFNKA.... Result: 1 (interaction). (2) The miRNA is hsa-miR-3613-5p with sequence UGUUGUACUUUUUUUUUUGUUC. The protein sequence of the target gene is MQLQFLGTLASSEKRKKSQRLFFKNIKSTKNKAGKASIMSSDTNVNKSASPTATAEEQPVEPDGPLPGSDNNQEKKVRLSPAKMSTKNSTDLVEYVDKSHAFLPIIPNTQRGQLEDRLNNQARTIAFLLEQAFRIKEDISACLQGTHGFRKEESLARKLLESHIQTITSIVKKLSQNIEILEDQIRARDQAATGTNFAVHEINIKHLQGVGDLRGRVARCDSSIVKLSGDIHLFRQEHRQIEKAIQEFVPALETLSKNLDMKVMQLLGKIETASSEQTSNLKMVQGDYRHEMNLLEFKFH.... Result: 0 (no interaction). (3) The miRNA is hsa-miR-5688 with sequence UAACAAACACCUGUAAAACAGC. The protein sequence of the target gene is MAASSSEISEMKGVEESPKVPGEGPGHSEAETGPPQVLAGVPDQPEAPQPGPNTTAAPVDSGPKAGLAPETTETPAGASETAQATDLSLSPGGESKANCSPEDPCQETVSKPEVSKEATADQGSRLESAAPPEPAPEPAPQPDPRPDSQPTPKPALQPELPTQEDPTPEILSESVGEKQENGAVVPLQAGDGEEGPAPEPHSPPSKKSPPANGAPPRVLQQLVEEDRMRRAHSGHPGSPRGSLSRHPSSQLAGPGVEGGEGTQKPRDYIILAILSCFCPMWPVNIVAFAYAVMSRNSLQQ.... Result: 1 (interaction). (4) The miRNA is mmu-miR-539-5p with sequence GGAGAAAUUAUCCUUGGUGUGU. The protein sequence of the target gene is MPKGGCSKTPQQEDFALSNDMVEKQTGKKDKDKVSLTKTPKLDRSDGGKEVRERATKRKLPFTVGANGEQKDSDTEKQGPERKRIKKEPVARKSGLLFGMGLSGIRAGYPLSERQQVALLMQMTAEESANSPVDTTPKHPSQSTVCQKGTPNSASKTKDKVNKRNERGETRLHRAAIRGDARRIKELISEGADVNVKDFAGWTALHEACNRGYYDIAKQLLAAGAEVNTKGLDDDTPLHDAANNGHYKVVKLLLRYGGNPQQSNRKGETPLKVANSPTMVNLLLGKGTYTSSEESSTESS.... Result: 0 (no interaction). (5) The miRNA is hsa-miR-10a-5p with sequence UACCCUGUAGAUCCGAAUUUGUG. The protein sequence of the target gene is MLNMQGAEERDIRRETCPGWVNKNKPALEQDVCKIDSSGIVVKRFQEDEYQDSTFEEKYACEGMKENSPREIAESCLFQEGGFGRITFIHKEAPPEIISQGYNFEKSLLLTSSLVTRLRVSTEESLHQWETSNIQTNDISDQSKCPTLCTQKKSWKCNECGKTFTQSSSLTQHQRTHTGERPYTCEECGKAFSRSSFLVQHQRIHTGVKPYGCEQCGKTFRCRSFLTQHQRIHTGEKPYKCNECGNSFRNHSHLTEHQRIHTGEKPYKCNRCGKAFNQNTHLIHHQRIHTGEKPYICSEC.... Result: 1 (interaction). (6) The miRNA is hsa-miR-601 with sequence UGGUCUAGGAUUGUUGGAGGAG. The protein sequence of the target gene is MAASQLAALEGEELGAGEPALTKASPAVLYSEGQRLALEALLSSGEETFWACVQQERLPPFLSADEAQALATAAEDWLVPSQEPGAAGTGTAITDGDVGSLTYWPRQSEEPAPLLRLGWPEDTAWKGITRAQLYTQPPGEGQPPIKELVHQEIQAARKLVAVVMDVFTDPDLLRDMVDAATRRWIPVYLLLDHQHLPAFLALAQQLGVNLWTTENLDIRTVQGHTFQSRRRRQVSGHVREKFVLLDGDRVISGSYSFTWSDSRLHRSLVTLLTGEIADAFNQEFRVLYAASRPLSAAPAR.... Result: 0 (no interaction). (7) The miRNA is hsa-miR-429 with sequence UAAUACUGUCUGGUAAAACCGU. The protein sequence of the target gene is MERNVLTTFSQEMSQLILNEMPKAEYSSLFNDFVESEFFLIDGDSLLITCICEISFKPGQNLHFFYLVERYLVDLISKGGQFTIVFFKDAEYAYFNFPELLSLRTALILHLQKNTTIDVRTTFSRCLSKEWGSFLEESYPYFLIVADEGLNDLQTQLFNFLIIHSWARKVNVVLSSGQESDVLCLYAYLLPSMYRHQIFSWKNKQNIKDAYTTLLNQLERFKLSALAPLFGSLKWNNITEEAHKTVSLLTQVWPEGSDIRRVFCVTSCSLSLRMYHRFLGNREPSSGQETEIQQVNSNCL.... Result: 0 (no interaction). (8) Result: 1 (interaction). The protein sequence of the target gene is MQRVSGLLSWTLSRVLWLSGLSEPGAARQPRIMEEKALEVYDLIRTIRDPEKPNTLEELEVVSESCVEVQEINEEEYLVIIRFTPTVPHCSLATLIGLCLRVKLQRCLPFKHKLEIYISEGTHSTEEDINKQINDKERVAAAMENPNLREIVEQCVLEPD. The miRNA is hsa-miR-181a-5p with sequence AACAUUCAACGCUGUCGGUGAGU. (9) The miRNA is hsa-miR-6504-3p with sequence CAUUACAGCACAGCCAUUCU. The protein sequence of the target gene is MKEKSKNAARTRREKENSEFYELAKLLPLPSAITSQLDKASIIRLTTSYLKMRVVFPEGLGEAWGHTSRTSPLDNVGRELGSHLLQTLDGFIFVVAPDGKIMYISETASVHLGLSQVELTGNSIYEYIHPADHDEMTAVLTAHQPYHSHFVQEYEIERSFFLRMKCVLAKRNAGLTCGGYKVIHCSGYLKIRQYSLDMSPFDGCYQNVGLVAVGHSLPPSAVTEIKLHSNMFMFRASLDMKLIFLDSRVAELTGYEPQDLIEKTLYHHVHGCDTFHLRCAHHLLLVKGQVTTKYYRFLAK.... Result: 0 (no interaction). (10) Result: 1 (interaction). The miRNA is hsa-miR-6849-3p with sequence ACCAGCCUGUGUCCACCUCCAG. The protein sequence of the target gene is MASRKEGTGSTATSSSSTAGAAGKGKGKGGSGDSAVKQVQIDGLVVLKIIKHYQEEGQGTEVVQGVLLGLVVEDRLEITNCFPFPQHTEDDADFDEVQYQMEMMRSLRHVNIDHLHVGWYQSTYYGSFVTRALLDSQFSYQHAIEESVVLIYDPIKTAQGSLSLKAYRLTPKLMEVCKEKDFSPEALKKANITFEYMFEEVPIVIKNSHLINVLMWELEKKSAVADKHELLSLASSNHLGKNLQLLMDRVDEMSQDIVKYNTYMRNTSKQQQQKHQYQQRRQQENMQRQSRGEPPLPEED....